From a dataset of Full USPTO retrosynthesis dataset with 1.9M reactions from patents (1976-2016). Predict the reactants needed to synthesize the given product. (1) Given the product [Cl:1][C:2]1[N:11]=[C:10]([NH:28][CH2:27][CH:25]2[CH2:24][O:23][C:22]([CH3:29])([CH3:21])[O:26]2)[C:9]2[C:4](=[CH:5][CH:6]=[C:7]([CH3:13])[CH:8]=2)[N:3]=1, predict the reactants needed to synthesize it. The reactants are: [Cl:1][C:2]1[N:11]=[C:10](Cl)[C:9]2[C:4](=[CH:5][CH:6]=[C:7]([CH3:13])[CH:8]=2)[N:3]=1.C(N(CC)CC)C.[CH3:21][C:22]1([CH3:29])[O:26][CH:25]([CH2:27][NH2:28])[CH2:24][O:23]1. (2) Given the product [F:29][C:25]1[C:24]([F:30])=[C:23]2[C:28]([C:19]([CH2:18][N:11]3[C:10]4[CH:12]=[CH:13][CH:14]=[CH:15][C:9]=4[N:8]=[C:7]3[C:2]3[CH:3]=[CH:4][CH:5]=[CH:6][C:1]=3[CH3:16])=[CH:20][C:21](=[O:31])[NH:22]2)=[CH:27][CH:26]=1, predict the reactants needed to synthesize it. The reactants are: [C:1]1([CH3:16])[CH:6]=[CH:5][CH:4]=[CH:3][C:2]=1[C:7]1[NH:11][C:10]2[CH:12]=[CH:13][CH:14]=[CH:15][C:9]=2[N:8]=1.Br[CH2:18][C:19]1[C:28]2[C:23](=[C:24]([F:30])[C:25]([F:29])=[CH:26][CH:27]=2)[NH:22][C:21](=[O:31])[CH:20]=1. (3) Given the product [CH2:21]([NH:23][C:3]([C:5]1[N:6]([CH3:20])[C:7]([C:10]2[S:18][C:17]3[C:12](=[N:13][CH:14]=[CH:15][C:16]=3[Cl:19])[CH:11]=2)=[CH:8][N:9]=1)=[O:4])[CH3:22], predict the reactants needed to synthesize it. The reactants are: CO[C:3]([C:5]1[N:6]([CH3:20])[C:7]([C:10]2[S:18][C:17]3[C:12](=[N:13][CH:14]=[CH:15][C:16]=3[Cl:19])[CH:11]=2)=[CH:8][N:9]=1)=[O:4].[CH2:21]([NH2:23])[CH3:22]. (4) Given the product [S:1]1[CH:5]=[CH:4][CH:3]=[C:2]1[C:6]1[N:11]=[C:10]([C:12]2[S:17][C:16]3[CH:18]=[CH:19][CH:20]=[CH:21][C:15]=3[C:14](=[O:22])[N:13]=2)[CH:9]=[CH:8][CH:7]=1, predict the reactants needed to synthesize it. The reactants are: [S:1]1[CH:5]=[CH:4][CH:3]=[C:2]1[C:6]1[N:11]=[C:10]([C:12]#[N:13])[CH:9]=[CH:8][CH:7]=1.[C:14](OC)(=[O:22])[C:15]1[C:16](=[CH:18][CH:19]=[CH:20][CH:21]=1)[SH:17].C(N(CC)CC)C.